Task: Predict the product of the given reaction.. Dataset: Forward reaction prediction with 1.9M reactions from USPTO patents (1976-2016) (1) Given the reactants [CH3:1][C:2]1[CH:3]=[C:4]([CH:26]=[C:27]([CH3:38])[C:28]=1[N:29]1[CH:33]=[C:32]([C:34]([F:37])([F:36])[F:35])[CH:31]=[N:30]1)[O:5][CH:6]([C:10]1[CH:25]=[CH:24][C:13]([C:14]([NH:16][CH2:17][CH2:18][C:19]([O:21]CC)=[O:20])=[O:15])=[CH:12][CH:11]=1)[CH2:7][CH2:8][CH3:9].O.O1CCCC1.O.[OH-].[Li+], predict the reaction product. The product is: [CH3:1][C:2]1[CH:3]=[C:4]([CH:26]=[C:27]([CH3:38])[C:28]=1[N:29]1[CH:33]=[C:32]([C:34]([F:36])([F:35])[F:37])[CH:31]=[N:30]1)[O:5][CH:6]([C:10]1[CH:11]=[CH:12][C:13]([C:14]([NH:16][CH2:17][CH2:18][C:19]([OH:21])=[O:20])=[O:15])=[CH:24][CH:25]=1)[CH2:7][CH2:8][CH3:9]. (2) Given the reactants C[O:2][C:3](=[O:38])[CH2:4][CH2:5][NH:6][C:7](=[O:37])[C:8]1[CH:13]=[CH:12][C:11]([CH:14]([S:19][C:20]2[CH:25]=[CH:24][C:23]([C:26]3[CH:31]=[CH:30][C:29]([O:32][C:33]([F:36])(F)F)=[CH:28][CH:27]=3)=[CH:22][CH:21]=2)[CH2:15][CH:16]([CH3:18])[CH3:17])=[CH:10][CH:9]=1.[OH-].[Na+].[CH3:41]O, predict the reaction product. The product is: [F:36][CH:33]([O:32][C:29]1[CH:28]=[CH:27][C:26]([C:23]2[CH:24]=[CH:25][C:20]([S:19][CH:14]([C:11]3[CH:12]=[CH:13][C:8]([C:7]([NH:6][CH2:5][CH2:4][C:3]([OH:2])=[O:38])=[O:37])=[CH:9][CH:10]=3)[CH2:15][CH:16]([CH3:18])[CH3:17])=[CH:21][CH:22]=2)=[CH:31][CH:30]=1)[CH3:41]. (3) Given the reactants [F:1][C:2]1[CH:27]=[CH:26][C:5]([CH2:6][N:7]2[CH2:16][CH2:15][C:14]3[C:9](=[C:10]([O:23][CH3:24])[C:11](=[O:22])[N:12]([CH3:21])[C:13]=3[NH:17][C:18](=[O:20])[CH3:19])[C:8]2=[O:25])=[CH:4][CH:3]=1.[C:28]([O-])([O-])=O.[Cs+].[Cs+].CI, predict the reaction product. The product is: [F:1][C:2]1[CH:3]=[CH:4][C:5]([CH2:6][N:7]2[CH2:16][CH2:15][C:14]3[C:9](=[C:10]([O:23][CH3:24])[C:11](=[O:22])[N:12]([CH3:21])[C:13]=3[N:17]([CH3:28])[C:18](=[O:20])[CH3:19])[C:8]2=[O:25])=[CH:26][CH:27]=1. (4) Given the reactants [Br:1][C:2]1[CH:7]=[CH:6][C:5]([C:8]2([NH2:11])[CH2:10][CH2:9]2)=[CH:4][CH:3]=1.[C:12](Cl)(=[O:15])[CH2:13][CH3:14].N1C=CC=CC=1, predict the reaction product. The product is: [Br:1][C:2]1[CH:3]=[CH:4][C:5]([C:8]2([NH:11][C:12](=[O:15])[CH2:13][CH3:14])[CH2:9][CH2:10]2)=[CH:6][CH:7]=1. (5) Given the reactants [CH2:1]([C:3]([C:6]1[CH:13]=[CH:12][C:9]([CH:10]=O)=[C:8]([OH:14])[CH:7]=1)=[CH:4][CH3:5])[CH3:2].Br[CH2:16][C:17]([O:19][CH2:20][CH3:21])=[O:18].C([O-])([O-])=O.[K+].[K+].C1CCN2C(=NCCC2)CC1, predict the reaction product. The product is: [CH2:20]([O:19][C:17]([C:16]1[O:14][C:8]2[CH:7]=[C:6]([C:3]([CH2:1][CH3:2])=[CH:4][CH3:5])[CH:13]=[CH:12][C:9]=2[CH:10]=1)=[O:18])[CH3:21]. (6) The product is: [CH3:1][O:2][C:3]1[CH:8]=[C:7]([O:9][CH3:10])[CH:6]=[C:5]([CH3:11])[C:4]=1[C:12]1[N:17]2[N:18]=[C:19]([O:29][CH3:30])[C:20]([N:21]([CH2:38][CH:34]3[CH2:35][CH2:36][CH2:37][O:33]3)[C:22](=[O:28])[O:23][C:24]([CH3:27])([CH3:25])[CH3:26])=[C:16]2[CH:15]=[CH:14][CH:13]=1. Given the reactants [CH3:1][O:2][C:3]1[CH:8]=[C:7]([O:9][CH3:10])[CH:6]=[C:5]([CH3:11])[C:4]=1[C:12]1[N:17]2[N:18]=[C:19]([O:29][CH3:30])[C:20]([NH:21][C:22](=[O:28])[O:23][C:24]([CH3:27])([CH3:26])[CH3:25])=[C:16]2[CH:15]=[CH:14][CH:13]=1.[H-].[Na+].[O:33]1[CH2:37][CH2:36][CH2:35][CH:34]1[CH2:38]Cl.O, predict the reaction product. (7) The product is: [CH:1]1([C:4]2[C:5]([N:24]([CH2:29][CH2:30][CH2:31][CH2:32][OH:33])[S:25]([CH3:28])(=[O:26])=[O:27])=[CH:6][C:7]3[O:11][C:10]([C:12]4[CH:13]=[CH:14][C:15]([F:18])=[CH:16][CH:17]=4)=[C:9]([C:19]4[NH:22][CH:34]([CH3:35])[O:21][N:20]=4)[C:8]=3[CH:23]=2)[CH2:2][CH2:3]1. Given the reactants [CH:1]1([C:4]2[C:5]([N:24]([CH2:29][CH2:30][CH2:31][CH2:32][OH:33])[S:25]([CH3:28])(=[O:27])=[O:26])=[CH:6][C:7]3[O:11][C:10]([C:12]4[CH:17]=[CH:16][C:15]([F:18])=[CH:14][CH:13]=4)=[C:9]([C:19](=[NH:22])[NH:20][OH:21])[C:8]=3[CH:23]=2)[CH2:3][CH2:2]1.[CH:34](=O)[CH3:35].Cl, predict the reaction product.